This data is from Full USPTO retrosynthesis dataset with 1.9M reactions from patents (1976-2016). The task is: Predict the reactants needed to synthesize the given product. Given the product [Cl:25][C:22]1[CH:21]=[CH:20][C:19]([N:17]([CH3:18])[C:14]2[CH:15]=[CH:16][C:11]([C:10]([C:8]3[CH:7]=[CH:6][C:5]([C:27](=[O:36])[C:28]4[CH:33]=[CH:32][CH:31]=[C:30]([O:34][CH3:35])[CH:29]=4)=[C:4]([CH:9]=3)[C:3]([OH:37])=[O:2])=[O:26])=[N:12][CH:13]=2)=[CH:24][CH:23]=1, predict the reactants needed to synthesize it. The reactants are: C[O:2][C:3](=[O:37])[C:4]1[CH:9]=[C:8]([C:10](=[O:26])[C:11]2[CH:16]=[CH:15][C:14]([N:17]([C:19]3[CH:24]=[CH:23][C:22]([Cl:25])=[CH:21][CH:20]=3)[CH3:18])=[CH:13][N:12]=2)[CH:7]=[CH:6][C:5]=1[C:27](=[O:36])[C:28]1[CH:33]=[CH:32][CH:31]=[C:30]([O:34][CH3:35])[CH:29]=1.COC(=O)C1C=C(C(=O)C2C=CC(N(C3C=CC(Cl)=CC=3)C)=CN=2)C=CC=1[Sn](C)(C)C.COC1C=C(C=CC=1)C(Cl)=O.C1(C)C=CC=CC=1.